This data is from B-cell epitopes from IEDB database with 3,159 antigens for binding position prediction. The task is: Token-level Classification. Given an antigen amino acid sequence, predict which amino acid positions are active epitope sites capable of antibody binding. Output is a list of indices for active positions. Given the antigen sequence: MPLLTIGDQFPAYELTALIAGDLSKVDAKQPGDYFTTVTSEDHAGKWRVVFFWPKDFTFVCPTEIATFGKLNDEFEDRDAQVLGVSIDSEFVHFNWRAQHEDLKNLPFPMLSDIKRELSLATGVLNADGVADRATFIVDPNNEIQFVSVTAGSVGRNVEEVLRVLDALQSDELCACNWRKGDPTLNATELLKASA, which amino acid positions are active epitope sites? The epitope positions are: [19, 20, 21, 22, 23, 24, 25, 26, 27, 28, 29, 30, 31, 32, 33]. The amino acids at these positions are: AGDLSKVDAKQPGDY.